This data is from Reaction yield outcomes from USPTO patents with 853,638 reactions. The task is: Predict the reaction yield, written as a fraction of the theoretical maximum amount of product (1.0 means a 100% yield; for example, 0.34 means a 34% yield). (1) The reactants are [Cl:1][C:2]1[CH:3]=[C:4]([CH:19]=[CH:20][CH:21]=1)[CH2:5][NH:6][C:7]1[CH:15]=[CH:14][CH:13]=[C:9]([C:10]([OH:12])=O)[C:8]=1[C:16]([OH:18])=O.Cl.[NH2:23][C:24]1([CH3:32])[CH2:29][CH2:28][C:27](=[O:30])[NH:26][C:25]1=[O:31]. The catalyst is N1C=CC=CC=1. The product is [Cl:1][C:2]1[CH:3]=[C:4]([CH:19]=[CH:20][CH:21]=1)[CH2:5][NH:6][C:7]1[CH:15]=[CH:14][CH:13]=[C:9]2[C:8]=1[C:16](=[O:18])[N:23]([C:24]1([CH3:32])[CH2:29][CH2:28][C:27](=[O:30])[NH:26][C:25]1=[O:31])[C:10]2=[O:12]. The yield is 0.410. (2) The reactants are [CH3:1][O:2][C:3]1[C:4]([CH:9]=O)=[N:5][CH:6]=[CH:7][N:8]=1.Cl.[F:12][C:13]1[CH:18]=[CH:17][CH:16]=[CH:15][C:14]=1[C:19](=[O:27])[CH2:20][CH:21]1[CH2:26][CH2:25][NH:24][CH2:23][CH2:22]1.C(O[BH-](OC(=O)C)OC(=O)C)(=O)C.[Na+].C(=O)([O-])[O-].[Na+].[Na+]. The catalyst is C(OCC)(=O)C.ClCCCl. The product is [CH3:1][O:2][C:3]1[C:4]([CH2:9][N:24]2[CH2:25][CH2:26][CH:21]([CH2:20][C:19]([C:14]3[CH:15]=[CH:16][CH:17]=[CH:18][C:13]=3[F:12])=[O:27])[CH2:22][CH2:23]2)=[N:5][CH:6]=[CH:7][N:8]=1. The yield is 0.710. (3) The reactants are [CH3:1][CH:2]([CH2:4][CH2:5][CH2:6][C@H:7]([C@@H:9]1[C@:26]2([CH3:27])[C@H:12]([C@H:13]3[C@H:23]([CH2:24][CH2:25]2)[C@:21]2([CH3:22])[C:16]([CH2:17][C@@H:18]([N:28](S(C4C=CC=CC=4[N+]([O-])=O)(=O)=O)[CH2:29][CH2:30][CH2:31][NH:32][C:33](=[O:52])[CH2:34][CH2:35][CH2:36][CH2:37][CH2:38][NH:39][C:40]4[CH:45]=[CH:44][C:43]([N+:46]([O-:48])=[O:47])=[CH:42][C:41]=4[N+:49]([O-:51])=[O:50])[CH2:19][CH2:20]2)=[CH:15][CH2:14]3)[CH2:11][CH2:10]1)[CH3:8])[CH3:3].C([O-])([O-])=O.[K+].[K+].C1(S)C=CC=CC=1. The catalyst is CN(C)C=O. The product is [CH3:3][CH:2]([CH2:4][CH2:5][CH2:6][C@H:7]([C@@H:9]1[C@:26]2([CH3:27])[C@H:12]([C@H:13]3[C@H:23]([CH2:24][CH2:25]2)[C@:21]2([CH3:22])[C:16]([CH2:17][C@@H:18]([NH:28][CH2:29][CH2:30][CH2:31][NH:32][C:33](=[O:52])[CH2:34][CH2:35][CH2:36][CH2:37][CH2:38][NH:39][C:40]4[CH:45]=[CH:44][C:43]([N+:46]([O-:48])=[O:47])=[CH:42][C:41]=4[N+:49]([O-:51])=[O:50])[CH2:19][CH2:20]2)=[CH:15][CH2:14]3)[CH2:11][CH2:10]1)[CH3:8])[CH3:1]. The yield is 0.590. (4) The reactants are [NH:1]1[CH2:6][CH2:5][CH:4]([NH:7][C:8](=[O:12])[O:9][CH2:10][CH3:11])[CH2:3][CH2:2]1.[CH3:13][C:14]1([O:17][CH2:16]1)[CH3:15]. The catalyst is C(O)C. The product is [CH2:10]([O:9][C:8](=[O:12])[NH:7][CH:4]1[CH2:3][CH2:2][N:1]([CH2:13][C:14]([OH:17])([CH3:16])[CH3:15])[CH2:6][CH2:5]1)[CH3:11]. The yield is 0.970. (5) The reactants are [CH:1]1[C:13]2[CH:12]([CH2:14][O:15][C:16]([NH:18][CH:19]3[CH2:24][CH2:23][N:22]([CH2:25][C:26]4[C:27]([C:39]5[CH:44]=[CH:43][CH:42]=[CH:41][CH:40]=5)=[N:28][C:29]5[C:34]([C:35]=4[C:36](O)=[O:37])=[CH:33][CH:32]=[CH:31][CH:30]=5)[CH2:21][CH2:20]3)=[O:17])[C:11]3[C:6](=[CH:7][CH:8]=[CH:9][CH:10]=3)[C:5]=2[CH:4]=[CH:3][CH:2]=1.CN(C(ON1N=NC2C=CC=CC1=2)=[N+](C)C)C.F[P-](F)(F)(F)(F)F.C(N(CC)CC)C.[CH:76]1([C@@H:82]([NH2:84])[CH3:83])[CH2:81][CH2:80][CH2:79][CH2:78][CH2:77]1.CC=C(C)C. The catalyst is C(Cl)Cl. The product is [CH:1]1[C:13]2[CH:12]([CH2:14][O:15][C:16](=[O:17])[NH:18][CH:19]3[CH2:24][CH2:23][N:22]([CH2:25][C:26]4[C:27]([C:39]5[CH:44]=[CH:43][CH:42]=[CH:41][CH:40]=5)=[N:28][C:29]5[C:34]([C:35]=4[C:36](=[O:37])[NH:84][C@H:82]([CH:76]4[CH2:81][CH2:80][CH2:79][CH2:78][CH2:77]4)[CH3:83])=[CH:33][CH:32]=[CH:31][CH:30]=5)[CH2:21][CH2:20]3)[C:11]3[C:6](=[CH:7][CH:8]=[CH:9][CH:10]=3)[C:5]=2[CH:4]=[CH:3][CH:2]=1. The yield is 0.300. (6) The reactants are O[CH2:2][C:3]([NH:6][C:7]([NH:9][C:10]1[CH:15]=[CH:14][CH:13]=[CH:12][CH:11]=1)=[S:8])([CH3:5])[CH3:4].[OH-].[Na+]. The catalyst is Cl. The product is [CH3:2][C:3]1([CH3:5])[CH2:4][S:8][C:7]([NH:9][C:10]2[CH:15]=[CH:14][CH:13]=[CH:12][CH:11]=2)=[N:6]1. The yield is 0.180. (7) The reactants are [C:1](#[N:3])[CH3:2].[H-].[Na+].[Br:6][C:7]1[CH:8]=[C:9]([CH:14]=[CH:15][CH:16]=1)[C:10](OC)=[O:11].Cl. The catalyst is C1COCC1.O. The product is [Br:6][C:7]1[CH:8]=[C:9]([C:10](=[O:11])[CH2:2][C:1]#[N:3])[CH:14]=[CH:15][CH:16]=1. The yield is 0.930.